Dataset: Drug-target binding data from BindingDB using Kd measurements. Task: Regression. Given a target protein amino acid sequence and a drug SMILES string, predict the binding affinity score between them. We predict pKd (pKd = -log10(Kd in M); higher means stronger binding). Dataset: bindingdb_kd. (1) The small molecule is CN1CC[C@H](c2c(O)cc(O)c3c(=O)cc(-c4ccccc4Cl)oc23)[C@H](O)C1. The target protein (Q52WX2) has sequence MSVGCPEPEPPRSLTCCGPGTAPGPGAGVPLLTEDMQALTLRTLAASDVTKHYELVRELGKGTYGKVDLVVYKGTGTKMALKFVNKSKTKLKNFLREVSITNSLSSSPFIIKVFDVVFETEDCYVFAQEYAPAGDLFDIIPPQVGLPEDTVKRCVQQLGLALDFMHGRQLVHRDIKPENVLLFDRECRRVKLADFGMTRRVGCRVKRVSGTIPYTAPEVCQAGRADGLAVDTGVDVWAFGVLIFCVLTGNFPWEAASGADAFFEEFVRWQRGRLPGLPSQWRRFTEPALRMFQRLLALEPERRGPAKEVFRFLKHELTSELRRRPSHRARKPPGDRPPAAGPLRLEAPGPLKRTVLTESGSGSRPAPPAVGSVPLPVPVPVPVPVPVPVPEPGLAPQGPPGRTDGRADKSKGQVVLATAIEICV. The pKd is 5.0. (2) The small molecule is Cc1ccc(NC(=O)c2ccc(CN3CCN(C)CC3)cc2)cc1Nc1nccc(-c2cccnc2)n1. The target protein sequence is HHSTVADGLITTLHYPAPKRNKPTVYGVSPNYDKWEMERTDITMKHKLGGGQFGEVYEGVWKKYSLTVAVKTLKEDTMEVEEFLKEAAVMKEIKHPNLVQLLGVCTREPPFYIITEFMTYGNLLDYLRECNRQEVNAVVLLYMATQISSAMEYLEKKNFIHRDLAARNCLVGENHLVKVADFGLSRLMTGDTYTAHAGAKFPIKWTAPESLAYNKFSIKSDVWAFGVLLWEIATYGMSPYPGIDLSQVYELLEKDYRMERPEGCPEKVYELMRACWQWNPSDRPSFAEIHQAFETMFQES. The pKd is 7.4. (3) The compound is Cc1ccc(Nc2nccc(N(C)c3ccc4c(C)n(C)nc4c3)n2)cc1S(N)(=O)=O. The target is PFCDPK1(Pfalciparum). The pKd is 6.4. (4) The drug is O=C[C@H](O)[C@@H](O)[C@@H](O)[C@H](O)COP(=O)(O)O. The target protein sequence is MAELKLGYKASAEQFAPRELVELAVAAEAHGMDSATVSDHFQPWRHQGGHAPFSLSWMTAVGERTNRLLLGTSVLTPTFRYNPAVIAQAFATMGCLYPNRVFLGVGTGQALNEIATGYEGAWPEFKERFARLRESVGLMRQLWSGDRVDFDGDYYRLKGASIYDVPDGGVPVYIAAGGPAVAKYAGRAGDGFICTSGKGEELYTEKLMPAVREGAAAADRSVDGIDKMIEIKISYDPDPELALNNTRFWAPLSLTAEQKHSIDDPIEMEKAADALPIEQIAKRWIVASDPDEAVEKVGQYVTWGLNHLVFHAPGHDQRRFLELFQSDLAPRLRRLG. The pKd is 4.8.